Dataset: Full USPTO retrosynthesis dataset with 1.9M reactions from patents (1976-2016). Task: Predict the reactants needed to synthesize the given product. Given the product [C:1]([O:5][C:6]([N:8]([CH3:14])[C@@H:9]([CH3:13])[C:10]([NH:36][C@H:37]([C:57]([N:59]1[C@H:68]([C:69](=[O:82])[N:70]([CH3:81])[C@H:71]2[C:80]3[C:75](=[CH:76][CH:77]=[CH:78][CH:79]=3)[CH2:74][CH2:73][CH2:72]2)[CH2:67][C:66]2[C:61](=[CH:62][CH:63]=[CH:64][CH:65]=2)[CH2:60]1)=[O:58])[CH2:38][C:39]1[CH:40]=[CH:41][C:42]([O:43][CH2:44][C:45]2[CH:46]=[CH:47][C:48]([C:49]([O:51][CH3:52])=[O:50])=[CH:53][CH:54]=2)=[CH:55][CH:56]=1)=[O:12])=[O:7])([CH3:2])([CH3:3])[CH3:4], predict the reactants needed to synthesize it. The reactants are: [C:1]([O:5][C:6]([N:8]([CH3:14])[C@@H:9]([CH3:13])[C:10]([OH:12])=O)=[O:7])([CH3:4])([CH3:3])[CH3:2].C1C=NC2N(O)N=NC=2C=1.C(Cl)CCl.CN1CCOCC1.[NH2:36][C@H:37]([C:57]([N:59]1[C@H:68]([C:69](=[O:82])[N:70]([CH3:81])[C@H:71]2[C:80]3[C:75](=[CH:76][CH:77]=[CH:78][CH:79]=3)[CH2:74][CH2:73][CH2:72]2)[CH2:67][C:66]2[C:61](=[CH:62][CH:63]=[CH:64][CH:65]=2)[CH2:60]1)=[O:58])[CH2:38][C:39]1[CH:56]=[CH:55][C:42]([O:43][CH2:44][C:45]2[CH:54]=[CH:53][C:48]([C:49]([O:51][CH3:52])=[O:50])=[CH:47][CH:46]=2)=[CH:41][CH:40]=1.